Dataset: Reaction yield outcomes from USPTO patents with 853,638 reactions. Task: Predict the reaction yield, written as a fraction of the theoretical maximum amount of product (1.0 means a 100% yield; for example, 0.34 means a 34% yield). (1) The reactants are [ClH:1].[C:2](=[NH:7])(OCC)[CH3:3].C(N(CC)CC)C.[Cl:15][C:16]1[CH:21]=[C:20]([Cl:22])[CH:19]=[CH:18][C:17]=1[NH:23]N. The catalyst is C(Cl)Cl.Cl.C(=N)(OCC)C. The product is [Cl:15][C:16]1[CH:21]=[C:20]([Cl:22])[CH:19]=[CH:18][C:17]=1[NH:23][N:7]=[C:2]([Cl:1])[CH3:3]. The yield is 0.934. (2) The reactants are [CH3:1][C:2]1[CH:7]=[CH:6][C:5]([C:8]([C:10]2[S:14][C:13]([NH2:15])=[N:12][C:11]=2[C:16]2[O:17][CH:18]=[CH:19][CH:20]=2)=[O:9])=[CH:4][N:3]=1.[C:21](O)(=[O:28])[C:22]1[CH:27]=[CH:26][N:25]=[CH:24][CH:23]=1.CCN=C=NCCCN(C)C.Cl.O.ON1C2C=CC=CC=2N=N1. The catalyst is CN(C=O)C.O. The product is [O:17]1[CH:18]=[CH:19][CH:20]=[C:16]1[C:11]1[N:12]=[C:13]([NH:15][C:21]([C:22]2[CH:27]=[CH:26][N:25]=[CH:24][CH:23]=2)=[O:28])[S:14][C:10]=1[C:8]([C:5]1[CH:6]=[CH:7][C:2]([CH3:1])=[N:3][CH:4]=1)=[O:9]. The yield is 0.620.